From a dataset of Catalyst prediction with 721,799 reactions and 888 catalyst types from USPTO. Predict which catalyst facilitates the given reaction. (1) Reactant: [NH2:1][C:2]1[N:3]=[CH:4][C:5]([C:8]([O:10][CH3:11])=[O:9])=[N:6][CH:7]=1.C1C(=O)N([Br:19])C(=O)C1. Product: [NH2:1][C:2]1[N:3]=[CH:4][C:5]([C:8]([O:10][CH3:11])=[O:9])=[N:6][C:7]=1[Br:19]. The catalyst class is: 10. (2) Reactant: [Br:1][C:2]1[CH:3]=[C:4]2[C:10]([CH:11]([CH3:13])[CH3:12])=[CH:9][N:8](S(C3C=CC(C)=CC=3)(=O)=O)[C:5]2=[N:6][CH:7]=1.[OH-].[Na+]. Product: [Br:1][C:2]1[CH:3]=[C:4]2[C:10]([CH:11]([CH3:13])[CH3:12])=[CH:9][NH:8][C:5]2=[N:6][CH:7]=1. The catalyst class is: 5. (3) Reactant: Cl[C:2]1[C:11]2[C:6](=[CH:7][C:8]([O:14][CH2:15][CH2:16][CH2:17][N:18]3[CH2:23][CH2:22][O:21][CH2:20][CH2:19]3)=[C:9]([O:12][CH3:13])[CH:10]=2)[N:5]=[CH:4][N:3]=1.C(=O)([O-])[O-].[K+].[K+].[OH:30][C:31]1[CH:40]=[CH:39][C:38]2[C:33](=[CH:34][CH:35]=[CH:36][CH:37]=2)[N:32]=1.[OH-].[Na+]. Product: [CH3:13][O:12][C:9]1[CH:10]=[C:11]2[C:6](=[CH:7][C:8]=1[O:14][CH2:15][CH2:16][CH2:17][N:18]1[CH2:23][CH2:22][O:21][CH2:20][CH2:19]1)[N:5]=[CH:4][N:3]=[C:2]2[O:30][C:31]1[CH:40]=[CH:39][C:38]2[C:33](=[CH:34][CH:35]=[CH:36][CH:37]=2)[N:32]=1. The catalyst class is: 3. (4) Reactant: Cl[C:2]1[N:7]=[C:6]([NH:8][C:9]2[N:14]=[CH:13][C:12]3[N:15]=[C:16]([CH3:21])[N:17]([CH:18]([CH3:20])[CH3:19])[C:11]=3[CH:10]=2)[CH:5]=[CH:4][N:3]=1.[CH2:22]([O:24][C:25](=[O:32])[C:26]([CH2:30][NH2:31])([CH3:29])[CH2:27]C)[CH3:23].C(N(CC)C(C)C)(C)C. Product: [CH2:22]([O:24][C:25](=[O:32])[C:26]([CH3:29])([CH3:27])[CH2:30][NH:31][C:2]1[N:7]=[C:6]([NH:8][C:9]2[N:14]=[CH:13][C:12]3[N:15]=[C:16]([CH3:21])[N:17]([CH:18]([CH3:20])[CH3:19])[C:11]=3[CH:10]=2)[CH:5]=[CH:4][N:3]=1)[CH3:23]. The catalyst class is: 32. (5) Reactant: [CH3:1][N:2]([CH3:25])[C:3](=[O:24])[CH2:4][C:5]1[CH:6]=[C:7]([C:11]2[O:16][C:15]3[CH:17]=[CH:18][CH:19]=[C:20]([C:21]([NH2:23])=[O:22])[C:14]=3[O:13][CH:12]=2)[CH:8]=[N:9][CH:10]=1. Product: [CH3:25][N:2]([CH3:1])[C:3](=[O:24])[CH2:4][C:5]1[CH:6]=[C:7]([CH:11]2[O:16][C:15]3[CH:17]=[CH:18][CH:19]=[C:20]([C:21]([NH2:23])=[O:22])[C:14]=3[O:13][CH2:12]2)[CH:8]=[N:9][CH:10]=1. The catalyst class is: 285. (6) Reactant: Cl[CH2:2][CH2:3][CH2:4]/[C:5](=[N:13]\[S@:14]([C:16]([CH3:19])([CH3:18])[CH3:17])=[O:15])/[C:6]1[CH:11]=[CH:10][C:9]([CH3:12])=[CH:8][CH:7]=1.CC(C[AlH]CC(C)C)C.[Li+].C[Si]([N-][Si](C)(C)C)(C)C. Product: [CH3:17][C:16]([S@@:14]([N:13]1[CH2:2][CH2:3][CH2:4][C@H:5]1[C:6]1[CH:11]=[CH:10][C:9]([CH3:12])=[CH:8][CH:7]=1)=[O:15])([CH3:19])[CH3:18]. The catalyst class is: 5.